From a dataset of Reaction yield outcomes from USPTO patents with 853,638 reactions. Predict the reaction yield, written as a fraction of the theoretical maximum amount of product (1.0 means a 100% yield; for example, 0.34 means a 34% yield). (1) The reactants are [CH3:1][N:2]([CH3:14])[CH2:3][CH2:4][O:5][C:6]1[CH:13]=[CH:12][C:9]([CH:10]=O)=[CH:8][CH:7]=1.[CH3:15][C:16]1[CH:21]=[CH:20][C:19]([CH3:22])=[CH:18][C:17]=1[OH:23].Cl. The catalyst is CO. The product is [CH3:22][C:19]1[CH:18]=[C:17]([OH:23])[C:16]([CH3:15])=[CH:21][C:20]=1[CH:10]([C:20]1[CH:21]=[C:16]([CH3:15])[C:17]([OH:23])=[CH:18][C:19]=1[CH3:22])[C:9]1[CH:12]=[CH:13][C:6]([O:5][CH2:4][CH2:3][N:2]([CH3:14])[CH3:1])=[CH:7][CH:8]=1. The yield is 0.940. (2) The reactants are [NH2:1][C@H:2]1[CH2:7][CH2:6][C@H:5]([OH:8])[CH2:4][CH2:3]1.C(N(CC)CC)C.[C:16](Cl)([C:29]1[CH:34]=[CH:33][CH:32]=[CH:31][CH:30]=1)([C:23]1[CH:28]=[CH:27][CH:26]=[CH:25][CH:24]=1)[C:17]1[CH:22]=[CH:21][CH:20]=[CH:19][CH:18]=1.C([O-])(O)=O.[Na+]. The catalyst is C(Cl)Cl. The product is [C:16]([NH:1][C@H:2]1[CH2:7][CH2:6][C@H:5]([OH:8])[CH2:4][CH2:3]1)([C:17]1[CH:22]=[CH:21][CH:20]=[CH:19][CH:18]=1)([C:29]1[CH:30]=[CH:31][CH:32]=[CH:33][CH:34]=1)[C:23]1[CH:24]=[CH:25][CH:26]=[CH:27][CH:28]=1. The yield is 0.660. (3) The reactants are C(O)(C(F)(F)F)=O.[CH2:8]([O:50][CH:51]1[C@H:55]2[C@H:56](OC3CCCCO3)[N:57](C(OC(C)(C)C)=O)[C:58]3[CH:65]=[CH:64][C:63]([O:66][CH3:67])=[CH:62][C:59]=3[C:60](=[O:61])[N:54]2[CH2:53][CH2:52]1)[CH2:9][CH2:10][CH2:11][CH2:12][CH2:13][CH2:14][CH2:15][CH2:16][CH2:17][O:18][CH:19]1[C@H:23]2[C@H:24](OC3CCCCO3)[N:25](C(OC(C)(C)C)=O)[C:26]3[CH:33]=[CH:32][C:31]([O:34][CH3:35])=[CH:30][C:27]=3[C:28](=[O:29])[N:22]2[CH2:21][CH2:20]1.C([O-])(O)=O.[Na+]. The yield is 0.960. The catalyst is CO.C(Cl)(Cl)Cl. The product is [CH2:17]([O:18][CH:19]1[C@@H:23]2[CH:24]=[N:25][C:26]3[CH:33]=[CH:32][C:31]([O:34][CH3:35])=[CH:30][C:27]=3[C:28](=[O:29])[N:22]2[CH2:21][CH2:20]1)[CH2:16][CH2:15][CH2:14][CH2:13][CH2:12][CH2:11][CH2:10][CH2:9][CH2:8][O:50][CH:51]1[C@@H:55]2[CH:56]=[N:57][C:58]3[CH:65]=[CH:64][C:63]([O:66][CH3:67])=[CH:62][C:59]=3[C:60](=[O:61])[N:54]2[CH2:53][CH2:52]1. (4) The reactants are C[CH:2]([CH:6]([C:26]1[CH:30]=[CH:29][N:28]([CH:31]([CH3:33])[CH3:32])[N:27]=1)[N:7]1[CH2:13][CH2:12][CH2:11][N:10]([C:14]2[C:15]([O:24][CH3:25])=[CH:16][CH:17]=[C:18]3[C:23]=2[N:22]=[CH:21][CH:20]=[CH:19]3)[CH2:9][CH2:8]1)[C:3]([OH:5])=[O:4].C1COCC1.[OH-].[Na+].Cl. The catalyst is CO. The product is [CH:31]([N:28]1[CH:29]=[CH:30][C:26]([CH:6]([N:7]2[CH2:13][CH2:12][CH2:11][N:10]([C:14]3[C:15]([O:24][CH3:25])=[CH:16][CH:17]=[C:18]4[C:23]=3[N:22]=[CH:21][CH:20]=[CH:19]4)[CH2:9][CH2:8]2)[CH2:2][C:3]([OH:5])=[O:4])=[N:27]1)([CH3:32])[CH3:33]. The yield is 0.820. (5) The reactants are [F:1][C:2]1[CH:3]=[C:4]2[C:8](=[CH:9][CH:10]=1)[N:7]([C:11]1[CH:16]=[C:15]([I:17])[CH:14]=[CH:13][N:12]=1)[N:6]=[C:5]2[C:18]([OH:20])=O.[Cl-].[NH4+:22]. No catalyst specified. The product is [F:1][C:2]1[CH:3]=[C:4]2[C:8](=[CH:9][CH:10]=1)[N:7]([C:11]1[CH:16]=[C:15]([I:17])[CH:14]=[CH:13][N:12]=1)[N:6]=[C:5]2[C:18]([NH2:22])=[O:20]. The yield is 0.990.